This data is from Full USPTO retrosynthesis dataset with 1.9M reactions from patents (1976-2016). The task is: Predict the reactants needed to synthesize the given product. Given the product [CH3:27][C:17]1[CH:22]=[CH:21][C:20]([S:23]([O:13][CH2:12][CH2:11][C:7]2[CH:8]=[CH:9][CH:10]=[C:5]([C:1]([CH3:4])([CH3:2])[CH3:3])[CH:6]=2)(=[O:25])=[O:24])=[CH:19][CH:18]=1, predict the reactants needed to synthesize it. The reactants are: [C:1]([C:5]1[CH:6]=[C:7]([CH2:11][CH2:12][OH:13])[CH:8]=[CH:9][CH:10]=1)([CH3:4])([CH3:3])[CH3:2].C(Cl)Cl.[C:17]1([CH3:27])[CH:22]=[CH:21][C:20]([S:23](Cl)(=[O:25])=[O:24])=[CH:19][CH:18]=1.